Dataset: Full USPTO retrosynthesis dataset with 1.9M reactions from patents (1976-2016). Task: Predict the reactants needed to synthesize the given product. (1) Given the product [Cl:17][C:15]1[N:16]=[C:11]2[CH:10]=[CH:9][C:8]([C:28]3[CH:29]=[CH:30][CH:31]=[CH:32][C:27]=3[F:26])=[CH:13][N:12]2[C:14]=1[C:18]1[N:23]=[C:22]([CH3:24])[N:21]=[C:20]([NH2:25])[N:19]=1, predict the reactants needed to synthesize it. The reactants are: O1CCOCC1.Br[C:8]1[CH:9]=[CH:10][C:11]2[N:12]([C:14]([C:18]3[N:23]=[C:22]([CH3:24])[N:21]=[C:20]([NH2:25])[N:19]=3)=[C:15]([Cl:17])[N:16]=2)[CH:13]=1.[F:26][C:27]1[CH:32]=[CH:31][CH:30]=[CH:29][C:28]=1B(O)O.C(O)(O)=O. (2) Given the product [F:27][C:26]([F:28])([F:29])[C:25]([C:22]1[CH:23]=[CH:24][C:19]([CH2:18][N:12]2[CH2:11][CH2:10][CH:9]([O:8][C:7]3[CH:15]=[CH:16][C:4]([N+:1]([O-:3])=[O:2])=[CH:5][CH:6]=3)[CH2:14][CH2:13]2)=[CH:20][CH:21]=1)([OH:34])[C:30]([F:31])([F:33])[F:32], predict the reactants needed to synthesize it. The reactants are: [N+:1]([C:4]1[CH:16]=[CH:15][C:7]([O:8][CH:9]2[CH2:14][CH2:13][NH:12][CH2:11][CH2:10]2)=[CH:6][CH:5]=1)([O-:3])=[O:2].Br[CH2:18][C:19]1[CH:24]=[CH:23][C:22]([C:25]([OH:34])([C:30]([F:33])([F:32])[F:31])[C:26]([F:29])([F:28])[F:27])=[CH:21][CH:20]=1.C(=O)([O-])[O-].[K+].[K+]. (3) Given the product [CH3:12][CH:13]([CH3:33])[C:14]([O:16][C@@H:17]([O:19][C:20]([NH:22][CH2:23][C@H:24]1[CH2:25][CH2:26][C@H:27]([C:30]([O-:32])=[O:31])[CH2:28][CH2:29]1)=[O:21])[CH3:18])=[O:15].[Na+:38], predict the reactants needed to synthesize it. The reactants are: C1C[C@H](C(O)=O)CC[C@H]1CN.[CH3:12][CH:13]([CH3:33])[C:14]([O:16][C@@H:17]([O:19][C:20]([NH:22][CH2:23][C@H:24]1[CH2:29][CH2:28][C@H:27]([C:30]([OH:32])=[O:31])[CH2:26][CH2:25]1)=[O:21])[CH3:18])=[O:15].C(=O)(O)[O-].[Na+:38].C(#N)C. (4) Given the product [Cl:36][C:37]1[CH:38]=[CH:39][C:40]([O:51][CH2:52][CH:53]([CH3:55])[CH3:54])=[C:41]([CH2:43][N:44]2[C:48]([CH3:49])=[CH:47][C:46]([NH:50][C:10](=[O:12])[C:9]3[CH:8]=[CH:7][C:6]([C:5]4[CH2:4][CH2:3][CH2:2][N:1]=4)=[CH:14][CH:13]=3)=[N:45]2)[CH:42]=1, predict the reactants needed to synthesize it. The reactants are: [N:1]1[CH2:2][CH2:3][CH2:4][C:5]=1[C:6]1[CH:14]=[CH:13][C:9]([C:10]([OH:12])=O)=[CH:8][CH:7]=1.CCN=C=NCCCN(C)C.ON1C2N=CC=CC=2N=N1.[Cl:36][C:37]1[CH:38]=[CH:39][C:40]([O:51][CH2:52][CH:53]([CH3:55])[CH3:54])=[C:41]([CH2:43][N:44]2[C:48]([CH3:49])=[CH:47][C:46]([NH2:50])=[N:45]2)[CH:42]=1.